From a dataset of Full USPTO retrosynthesis dataset with 1.9M reactions from patents (1976-2016). Predict the reactants needed to synthesize the given product. (1) Given the product [CH3:1][CH:2]([CH3:30])[CH:3]([NH:20][C:21]1[CH:22]=[CH:23][C:24]([C:25]([N:31]2[CH2:36][CH2:35][CH2:34][C@@H:33]([C:37]([O:39][CH2:40][CH3:41])=[O:38])[CH2:32]2)=[O:26])=[CH:28][CH:29]=1)[C:4]1[CH:9]=[CH:8][C:7]([N:10]2[CH:18]=[C:17]3[C:12]([CH2:13][CH2:14][CH2:15][CH2:16]3)=[N:11]2)=[CH:6][C:5]=1[CH3:19], predict the reactants needed to synthesize it. The reactants are: [CH3:1][CH:2]([CH3:30])[CH:3]([NH:20][C:21]1[CH:29]=[CH:28][C:24]([C:25](O)=[O:26])=[CH:23][CH:22]=1)[C:4]1[CH:9]=[CH:8][C:7]([N:10]2[CH:18]=[C:17]3[C:12]([CH2:13][CH2:14][CH2:15][CH2:16]3)=[N:11]2)=[CH:6][C:5]=1[CH3:19].[NH:31]1[CH2:36][CH2:35][CH2:34][C@@H:33]([C:37]([O:39][CH2:40][CH3:41])=[O:38])[CH2:32]1.Cl.CN(C)CCCN=C=NCC.ON1C2C=CC=CC=2N=N1.C(N(CC)C(C)C)(C)C. (2) Given the product [CH2:48]([N:52]1[N:56]=[C:55]([CH3:57])[S:54]/[C:53]/1=[CH:58]\[C:5]([C:4]1[CH:8]=[C:9]([O:12][CH3:13])[CH:10]=[CH:11][C:3]=1[O:2][CH3:1])=[O:7])[CH2:49][CH2:50][CH3:51], predict the reactants needed to synthesize it. The reactants are: [CH3:1][O:2][C:3]1[CH:11]=[CH:10][C:9]([O:12][CH3:13])=[CH:8][C:4]=1[C:5]([OH:7])=O.CN(C(ON1N=NC2C=CC=NC1=2)=[N+](C)C)C.F[P-](F)(F)(F)(F)F.CCN(C(C)C)C(C)C.[I-].[CH2:48]([N+:52]1[N:56]=[C:55]([CH3:57])[S:54][C:53]=1[CH3:58])[CH2:49][CH2:50][CH3:51]. (3) Given the product [C:34]([O:38][C:39](=[O:61])[N:40]([CH2:44][CH:45]([O:53][Si:54]([C:57]([CH3:60])([CH3:59])[CH3:58])([CH3:55])[CH3:56])[C:46]1[CH:47]=[N:48][C:49]([Cl:52])=[CH:50][CH:51]=1)[CH2:41][CH2:42][O:43][C:68]1[CH:69]=[CH:70][C:65]([N+:62]([O-:64])=[O:63])=[CH:66][CH:67]=1)([CH3:37])([CH3:35])[CH3:36], predict the reactants needed to synthesize it. The reactants are: C1(P(C2C=CC=CC=2)C2C=CC=CC=2)C=CC=CC=1.CC(OC(/N=N/C(OC(C)C)=O)=O)C.[C:34]([O:38][C:39](=[O:61])[N:40]([CH2:44][CH:45]([O:53][Si:54]([C:57]([CH3:60])([CH3:59])[CH3:58])([CH3:56])[CH3:55])[C:46]1[CH:47]=[N:48][C:49]([Cl:52])=[CH:50][CH:51]=1)[CH2:41][CH2:42][OH:43])([CH3:37])([CH3:36])[CH3:35].[N+:62]([C:65]1[CH:70]=[CH:69][C:68](O)=[CH:67][CH:66]=1)([O-:64])=[O:63]. (4) Given the product [Cl:19][C:14]1[CH:15]=[CH:16][CH:17]=[CH:18][C:13]=1[N:12]1[CH:8]([C:5]2[CH:4]=[CH:3][C:2]([N:41]3[CH2:40][CH2:39][CH:38]([NH:37][C:30]([O:32][C:33]([CH3:36])([CH3:35])[CH3:34])=[O:31])[CH2:43][CH2:42]3)=[CH:7][CH:6]=2)[CH2:9][C:10]([C:20]([C:22]([F:24])([F:23])[F:25])([C:26]([F:28])([F:27])[F:29])[OH:21])=[N:11]1, predict the reactants needed to synthesize it. The reactants are: Br[C:2]1[CH:7]=[CH:6][C:5]([CH:8]2[N:12]([C:13]3[CH:18]=[CH:17][CH:16]=[CH:15][C:14]=3[Cl:19])[N:11]=[C:10]([C:20]([C:26]([F:29])([F:28])[F:27])([C:22]([F:25])([F:24])[F:23])[OH:21])[CH2:9]2)=[CH:4][CH:3]=1.[C:30]([NH:37][CH:38]1[CH2:43][CH2:42][NH:41][CH2:40][CH2:39]1)([O:32][C:33]([CH3:36])([CH3:35])[CH3:34])=[O:31].C1C=CC(P(C2C(C3C(P(C4C=CC=CC=4)C4C=CC=CC=4)=CC=C4C=3C=CC=C4)=C3C(C=CC=C3)=CC=2)C2C=CC=CC=2)=CC=1.CC(C)([O-])C.[Na+]. (5) Given the product [Cl:1][C:2]1[CH:3]=[C:4]([C:9]2([C:25]([F:26])([F:28])[F:27])[O:13][N:12]=[C:11]([C:14]3[CH:22]=[CH:21][C:17]([C:18]([NH:20]/[CH:11]=[N:12]\[O:13][CH3:9])=[O:19])=[C:16]([CH2:23][CH3:24])[CH:15]=3)[CH2:10]2)[CH:5]=[C:6]([Cl:8])[CH:7]=1, predict the reactants needed to synthesize it. The reactants are: [Cl:1][C:2]1[CH:3]=[C:4]([C:9]2([C:25]([F:28])([F:27])[F:26])[O:13][N:12]=[C:11]([C:14]3[CH:22]=[CH:21][C:17]([C:18]([NH2:20])=[O:19])=[C:16]([CH2:23][CH3:24])[CH:15]=3)[CH2:10]2)[CH:5]=[C:6]([Cl:8])[CH:7]=1. (6) The reactants are: [CH3:1][C:2]1[C:3](=[O:18])[NH:4][C:5](=[O:17])[N:6]([CH:16]=1)[C@@H:7]1[O:15][C@H:12]([CH2:13][OH:14])[C@@H:10]([OH:11])[C@H:8]1O.C(=O)(OC1C=CC=CC=1)OC1C=CC=CC=1.C(=O)=O.C(OCC)C. Given the product [CH3:1][C:2]1[C:3](=[O:18])[N:4]=[C:5]2[N:6]([C@@H:7]3[O:15][C@H:12]([CH2:13][OH:14])[C@@H:10]([OH:11])[C@@H:8]3[O:17]2)[CH:16]=1, predict the reactants needed to synthesize it. (7) Given the product [CH3:5][C:2]([N:14]1[CH2:15][CH2:16][N:11]([S:8]([CH3:7])(=[O:10])=[O:9])[CH2:12][CH2:13]1)([C:3]#[CH:4])[CH3:6], predict the reactants needed to synthesize it. The reactants are: Cl[C:2]([CH3:6])([CH3:5])[C:3]#[CH:4].[CH3:7][S:8]([N:11]1[CH2:16][CH2:15][NH:14][CH2:13][CH2:12]1)(=[O:10])=[O:9]. (8) Given the product [ClH:23].[NH2:8][CH2:9][C:10](=[O:22])[CH2:11][CH2:12][C:13]([O:15][CH2:16][CH2:17][CH2:18][C:19]([OH:21])=[O:20])=[O:14], predict the reactants needed to synthesize it. The reactants are: C([NH:8][CH2:9][C:10](=[O:22])[CH2:11][CH2:12][C:13]([O:15][CH2:16][CH2:17][CH2:18][C:19]([OH:21])=[O:20])=[O:14])(OC(C)(C)C)=O.[ClH:23]. (9) Given the product [F:39][C:35]1[CH:34]=[C:33]([CH:38]=[CH:37][CH:36]=1)[CH2:32][N:29]1[C:30]([CH3:31])=[C:26]([C:25]2[C:19]3[C:20](=[N:21][CH:22]=[C:17]([C:13]4[CH:12]=[C:11]([NH:10][CH:18]5[CH2:17][CH2:22][NH:21][CH2:20][CH2:19]5)[CH:16]=[CH:15][CH:14]=4)[CH:18]=3)[NH:23][CH:24]=2)[C:27]([CH3:40])=[N:28]1, predict the reactants needed to synthesize it. The reactants are: N1(C(O[NH:10][C:11]2[CH:16]=[CH:15][CH:14]=[C:13]([C:17]3[CH:18]=[C:19]4[C:25]([C:26]5[C:27]([CH3:40])=[N:28][N:29]([CH2:32][C:33]6[CH:38]=[CH:37][CH:36]=[C:35]([F:39])[CH:34]=6)[C:30]=5[CH3:31])=[CH:24][NH:23][C:20]4=[N:21][CH:22]=3)[CH:12]=2)=O)CCCCC1.